Task: Predict the product of the given reaction.. Dataset: Forward reaction prediction with 1.9M reactions from USPTO patents (1976-2016) (1) Given the reactants [CH2:1]([O:3][C:4](=[O:23])[CH:5]=[CH:6][CH:7]([NH:15][C:16]([O:18][C:19]([CH3:22])([CH3:21])[CH3:20])=[O:17])[CH2:8][C:9]1[CH:14]=[CH:13][CH:12]=[CH:11][CH:10]=1)[CH3:2], predict the reaction product. The product is: [CH2:1]([O:3][C:4](=[O:23])[CH2:5][CH2:6][CH:7]([NH:15][C:16]([O:18][C:19]([CH3:22])([CH3:21])[CH3:20])=[O:17])[CH2:8][C:9]1[CH:14]=[CH:13][CH:12]=[CH:11][CH:10]=1)[CH3:2]. (2) Given the reactants [CH3:1][C:2]1[NH:6][C:5]2[CH:7]=[C:8]([O:12][CH2:13][C:14]3[CH:23]=[CH:22][CH:21]=[CH:20][C:15]=3[C:16]([O:18][CH3:19])=[O:17])[CH:9]=[C:10]([CH3:11])[C:4]=2[N:3]=1.Br[CH2:25][C:26]1[CH:31]=[CH:30][C:29]([C:32]2[O:33][CH:34]=[CH:35][N:36]=2)=[CH:28][C:27]=1[Cl:37], predict the reaction product. The product is: [Cl:37][C:27]1[CH:28]=[C:29]([C:32]2[O:33][CH:34]=[CH:35][N:36]=2)[CH:30]=[CH:31][C:26]=1[CH2:25][N:6]1[C:5]2[CH:7]=[C:8]([O:12][CH2:13][C:14]3[CH:23]=[CH:22][CH:21]=[CH:20][C:15]=3[C:16]([O:18][CH3:19])=[O:17])[CH:9]=[C:10]([CH3:11])[C:4]=2[N:3]=[C:2]1[CH3:1].